Task: Regression/Classification. Given a drug SMILES string, predict its absorption, distribution, metabolism, or excretion properties. Task type varies by dataset: regression for continuous measurements (e.g., permeability, clearance, half-life) or binary classification for categorical outcomes (e.g., BBB penetration, CYP inhibition). Dataset: cyp2c9_veith.. Dataset: CYP2C9 inhibition data for predicting drug metabolism from PubChem BioAssay (1) The drug is O=C(SCc1cccc2ccccc12)c1ccc(Cl)cc1. The result is 0 (non-inhibitor). (2) The compound is Cc1ccccc1-c1cc(-c2ccccc2O)on1. The result is 1 (inhibitor). (3) The compound is CCOC(=O)C1CCN(C(=O)C23CC4CC(CC(C4)C2)C3)CC1. The result is 1 (inhibitor). (4) The result is 0 (non-inhibitor). The molecule is C/C(=C\C1CCCCC1)C(NC(=O)c1ccc(C(F)(F)F)cc1)c1ccc(-c2ccccc2)cc1.